Dataset: Forward reaction prediction with 1.9M reactions from USPTO patents (1976-2016). Task: Predict the product of the given reaction. (1) The product is: [Cl:1][C:2]1[CH:7]=[CH:6][C:5]([CH:8]([O:9][CH2:10][C:11]#[CH:12])[C:14]#[N:15])=[CH:4][CH:3]=1. Given the reactants [Cl:1][C:2]1[CH:7]=[CH:6][C:5]([CH:8](Cl)[O:9][CH2:10][C:11]#[CH:12])=[CH:4][CH:3]=1.[C-:14]#[N:15].[Na+].O.[OH-].[Na+], predict the reaction product. (2) Given the reactants [Mg].BrCCBr.Br[C:7]1[CH:12]=[CH:11][C:10]([CH:13]([O:17][CH2:18][CH3:19])[O:14][CH2:15][CH3:16])=[CH:9][CH:8]=1.Br[C:21]1[CH:26]=[CH:25][CH:24]=[CH:23][C:22]=1[C:27]1[N:28]=[N:29][N:30]([CH:32]2[CH2:37][CH2:36][CH2:35][CH2:34][O:33]2)[N:31]=1.BrC1C=CC=CC=1C1N(C2CCCCO2)N=NN=1.C(=O)([O-])O.[Na+], predict the reaction product. The product is: [CH2:15]([O:14][CH:13]([O:17][CH2:18][CH3:19])[C:10]1[CH:11]=[CH:12][C:7]([C:21]2[CH:26]=[CH:25][CH:24]=[CH:23][C:22]=2[C:27]2[N:28]=[N:29][N:30]([CH:32]3[CH2:37][CH2:36][CH2:35][CH2:34][O:33]3)[N:31]=2)=[CH:8][CH:9]=1)[CH3:16]. (3) Given the reactants [NH2:1][C:2]1[N:7]=[C:6]([C:8]2[O:9][CH:10]=[CH:11][CH:12]=2)[C:5]([C:13]#[N:14])=[C:4](S(C)=O)[N:3]=1.[N:18]1[CH:23]=[CH:22][CH:21]=[C:20]([CH2:24][NH2:25])[CH:19]=1, predict the reaction product. The product is: [NH2:1][C:2]1[N:7]=[C:6]([C:8]2[O:9][CH:10]=[CH:11][CH:12]=2)[C:5]([C:13]#[N:14])=[C:4]([NH:25][CH2:24][C:20]2[CH:19]=[N:18][CH:23]=[CH:22][CH:21]=2)[N:3]=1. (4) Given the reactants [CH2:1]([O:3][C:4]([C:6]1[C:11]([O:12][CH2:13][CH3:14])=[C:10]([N:15]2[CH2:20][CH2:19][O:18][CH2:17][CH2:16]2)[N:9]=[C:8](Cl)[N:7]=1)=[O:5])[CH3:2].CC1(C)C(C)(C)OB([C:30]2[CH:31]=[C:32]([OH:36])[CH:33]=[CH:34][CH:35]=2)O1.O1CCOCC1.C(=O)([O-])[O-].[Na+].[Na+], predict the reaction product. The product is: [CH2:1]([O:3][C:4]([C:6]1[C:11]([O:12][CH2:13][CH3:14])=[C:10]([N:15]2[CH2:20][CH2:19][O:18][CH2:17][CH2:16]2)[N:9]=[C:8]([C:30]2[CH:35]=[CH:34][CH:33]=[C:32]([OH:36])[CH:31]=2)[N:7]=1)=[O:5])[CH3:2]. (5) Given the reactants [OH:1][C:2]1[CH:7]=[CH:6][C:5]([C:8]2([C:16]3[CH:21]=[C:20]([C:22]4[CH:27]=[CH:26][CH:25]=[C:24]([O:28][CH3:29])[CH:23]=4)[CH:19]=[CH:18][N:17]=3)[NH:12][C:11](=S)[N:10]([CH3:14])[C:9]2=[O:15])=[CH:4][CH:3]=1.[NH3:30], predict the reaction product. The product is: [NH2:30][C:11]1[N:10]([CH3:14])[C:9](=[O:15])[C:8]([C:5]2[CH:6]=[CH:7][C:2]([OH:1])=[CH:3][CH:4]=2)([C:16]2[CH:21]=[C:20]([C:22]3[CH:27]=[CH:26][CH:25]=[C:24]([O:28][CH3:29])[CH:23]=3)[CH:19]=[CH:18][N:17]=2)[N:12]=1. (6) Given the reactants Br[C:2]1[CH:11]=[CH:10][C:5]2[NH:6][C:7](=[O:9])[O:8][C:4]=2[CH:3]=1.[Cu](C#N)[C:13]#[N:14], predict the reaction product. The product is: [O:9]=[C:7]1[NH:6][C:5]2[CH:10]=[CH:11][C:2]([C:13]#[N:14])=[CH:3][C:4]=2[O:8]1.